From a dataset of Forward reaction prediction with 1.9M reactions from USPTO patents (1976-2016). Predict the product of the given reaction. (1) Given the reactants [Cl:1][C:2]1[CH:7]=[C:6]([Cl:8])[CH:5]=[CH:4][C:3]=1[C:9]1[N:10]([C:28]2[CH:33]=[CH:32][C:31]([OH:34])=[CH:30][CH:29]=2)[C:11]([CH3:27])=[C:12]([C:14]([NH:16][C:17]2[CH:18]=[N:19][C:20]([C:23]([F:26])([F:25])[F:24])=[CH:21][CH:22]=2)=[O:15])[N:13]=1.[F:35][C:36]([F:44])([F:43])[CH2:37][CH2:38][S:39](Cl)(=[O:41])=[O:40], predict the reaction product. The product is: [F:35][C:36]([F:44])([F:43])[CH2:37][CH2:38][S:39]([O:34][C:31]1[CH:30]=[CH:29][C:28]([N:10]2[C:11]([CH3:27])=[C:12]([C:14]([NH:16][C:17]3[CH:18]=[N:19][C:20]([C:23]([F:24])([F:25])[F:26])=[CH:21][CH:22]=3)=[O:15])[N:13]=[C:9]2[C:3]2[CH:4]=[CH:5][C:6]([Cl:8])=[CH:7][C:2]=2[Cl:1])=[CH:33][CH:32]=1)(=[O:41])=[O:40]. (2) Given the reactants [Si:1]([O:8][CH2:9][C@@H:10]1[NH:14][C:13](=[O:15])[CH2:12][CH2:11]1)([C:4]([CH3:7])([CH3:6])[CH3:5])([CH3:3])[CH3:2].CC(C)([O-])C.[K+].Br[CH2:23][C:24]([O:26][CH3:27])=[O:25].O, predict the reaction product. The product is: [Si:1]([O:8][CH2:9][C@H:10]1[CH2:11][CH2:12][C:13](=[O:15])[N:14]1[CH2:23][C:24]([O:26][CH3:27])=[O:25])([C:4]([CH3:7])([CH3:6])[CH3:5])([CH3:3])[CH3:2].